From a dataset of Full USPTO retrosynthesis dataset with 1.9M reactions from patents (1976-2016). Predict the reactants needed to synthesize the given product. Given the product [C:8]([NH:17][C:18]1[CH:30]=[C:29]([CH2:31][CH2:32][CH2:33][CH2:34][C:35]2[CH:36]=[CH:37][CH:38]=[CH:39][CH:40]=2)[CH:28]=[CH:27][C:19]=1[C:20]([O:22][C:23]([CH3:26])([CH3:25])[CH3:24])=[O:21])(=[O:15])[C:9]1[CH:14]=[CH:13][CH:12]=[CH:11][CH:10]=1, predict the reactants needed to synthesize it. The reactants are: C(N(CC)CC)C.[C:8](Cl)(=[O:15])[C:9]1[CH:14]=[CH:13][CH:12]=[CH:11][CH:10]=1.[NH2:17][C:18]1[CH:30]=[C:29]([CH2:31][CH2:32][CH2:33][CH2:34][C:35]2[CH:40]=[CH:39][CH:38]=[CH:37][CH:36]=2)[CH:28]=[CH:27][C:19]=1[C:20]([O:22][C:23]([CH3:26])([CH3:25])[CH3:24])=[O:21].